This data is from Full USPTO retrosynthesis dataset with 1.9M reactions from patents (1976-2016). The task is: Predict the reactants needed to synthesize the given product. (1) Given the product [Cl:1][C:2]1[N:7]=[C:6]([NH:10][CH:11]2[CH:15]3[O:16][CH2:17][CH:18]([O:19][CH2:20][CH2:21][OH:22])[CH:14]3[O:13][CH2:12]2)[C:5]([Cl:9])=[CH:4][N:3]=1, predict the reactants needed to synthesize it. The reactants are: [Cl:1][C:2]1[N:7]=[C:6](Cl)[C:5]([Cl:9])=[CH:4][N:3]=1.[NH2:10][CH:11]1[CH:15]2[O:16][CH2:17][CH:18]([O:19][CH2:20][CH2:21][OH:22])[CH:14]2[O:13][CH2:12]1.C(N(CC)CC)C. (2) Given the product [O:10]1[CH2:11][CH2:12][CH:13]=[C:8]([C:7]2[C:2]([O:21][C:18]3[CH:19]=[CH:20][C:15]([NH2:14])=[CH:16][CH:17]=3)=[N:3][CH:4]=[CH:5][N:6]=2)[CH2:9]1, predict the reactants needed to synthesize it. The reactants are: Cl[C:2]1[C:7]([C:8]2[CH2:9][O:10][CH2:11][CH2:12][CH:13]=2)=[N:6][CH:5]=[CH:4][N:3]=1.[NH2:14][C:15]1[CH:20]=[CH:19][C:18]([OH:21])=[CH:17][CH:16]=1.C(=O)([O-])[O-].[Cs+].[Cs+]. (3) Given the product [N:28]1([CH2:2][C:3]2[O:7][N:6]=[C:5]([C:8]([NH:10][C@@H:11]([CH3:27])[CH2:12][N:13]3[CH:17]=[CH:16][C:15]([C:18]4[CH:23]=[CH:22][C:21]([C:24]#[N:25])=[C:20]([Cl:26])[CH:19]=4)=[N:14]3)=[O:9])[CH:4]=2)[CH:32]=[CH:31][N:30]=[CH:29]1, predict the reactants needed to synthesize it. The reactants are: Br[CH2:2][C:3]1[O:7][N:6]=[C:5]([C:8]([NH:10][C@@H:11]([CH3:27])[CH2:12][N:13]2[CH:17]=[CH:16][C:15]([C:18]3[CH:23]=[CH:22][C:21]([C:24]#[N:25])=[C:20]([Cl:26])[CH:19]=3)=[N:14]2)=[O:9])[CH:4]=1.[NH:28]1[CH:32]=[CH:31][N:30]=[CH:29]1.